From a dataset of Forward reaction prediction with 1.9M reactions from USPTO patents (1976-2016). Predict the product of the given reaction. The product is: [CH2:2]([O:9][C:10]([NH:12][CH2:13][CH2:14][CH2:15][CH2:16][CH2:17][CH2:18][CH2:19][CH2:20][CH2:21][CH2:22][CH2:23][C:24]([O:26][CH2:27][C@H:28]([CH2:47][OH:48])[O:29][C:30](=[O:46])[CH2:31][CH2:32][CH2:33][CH2:34][CH2:35][CH2:36][CH2:37][CH2:38][CH2:39][CH2:40][CH2:41][CH2:42][CH2:43][CH2:44][CH3:45])=[O:25])=[O:11])[C:3]1[CH:4]=[CH:5][CH:6]=[CH:7][CH:8]=1. Given the reactants O.[CH2:2]([O:9][C:10]([NH:12][CH2:13][CH2:14][CH2:15][CH2:16][CH2:17][CH2:18][CH2:19][CH2:20][CH2:21][CH2:22][CH2:23][C:24]([O:26][CH2:27][C@H:28]([CH2:47][O:48]CC1C=CC(OC)=CC=1)[O:29][C:30](=[O:46])[CH2:31][CH2:32][CH2:33][CH2:34][CH2:35][CH2:36][CH2:37][CH2:38][CH2:39][CH2:40][CH2:41][CH2:42][CH2:43][CH2:44][CH3:45])=[O:25])=[O:11])[C:3]1[CH:8]=[CH:7][CH:6]=[CH:5][CH:4]=1.C(C1C(=O)C(Cl)=C(Cl)C(=O)C=1C#N)#N, predict the reaction product.